Binary Classification. Given a miRNA mature sequence and a target amino acid sequence, predict their likelihood of interaction. From a dataset of Experimentally validated miRNA-target interactions with 360,000+ pairs, plus equal number of negative samples. (1) The miRNA is hsa-miR-26b-5p with sequence UUCAAGUAAUUCAGGAUAGGU. The protein sequence of the target gene is MDHTDNELQGTNSSGSLGGLDVRRRIPIKLISKQANKAKPAPRTQRTINRMPAKAPPGDEEGFDYNEEERYDCKGGELFANQRRFPGHLFWDFQINILGEKDDTPVHFCDKCGLPIKIYGRMIPCKHVFCYDCAILHEKKGDKMCPGCSDPVQRIEQCTRGSLFMCSIVQGCKRTYLSQRDLQAHINHRHMRAGKPVTRASLENVHPPIAPPPTEIPERFIMPPDKHHMSHIPPKQHIMMPPPPLQHVPHEHYNQPHEDIRAPPAELSMAPPPPRSVSQETFRISTRKHSNLITVPIQDD.... Result: 1 (interaction). (2) The miRNA is hsa-miR-4683 with sequence UGGAGAUCCAGUGCUCGCCCGAU. The protein sequence of the target gene is MASKRKSTTPCMVRTSQVLEQDMLEEADRAKDKGAGMPQSDVTKDSWAAEPEHSSKETEVVEVKSMGENLSKKLQGGYECKYCPYSTQNLNEFTEHVDMQHPNVILNPLYVCAECNFTTKKYDSLSDHNSKFHPGETNFKLKLIKRNNQTVLEQSIEATNHVVPITASGPGSSDNDPGVSVGKTPMTKTGKLKADAKKVPKKPDEAAPENHMEGTARLVTDTAEILARLGSVELLQDSLGHVMPSVQLPPNINLVPKVPVPLNTTKYNSALDTNATMINSFNKFPYPTQAELSWLTAASK.... Result: 0 (no interaction). (3) Result: 0 (no interaction). The protein sequence of the target gene is MSPWIKHICLVLVAAFMLVKTTESKKDEALYCSACMAIADEINYSISQTDPKKMIHVGGFRLKPDGSLTDKKVPLARSETYLTELLEEVCKSMSDYALYENPDTKEKSYKRFAPRDNDGGNFPDFKNFKFDGPESSSALKFACESIVEELEDDIISLFASDSDHVAKTLCSEVSDHCKSSVFQHSEL. The miRNA is mmu-miR-135a-1-3p with sequence UAUAGGGAUUGGAGCCGUGGCG. (4) The miRNA is mmu-miR-879-5p with sequence AGAGGCUUAUAGCUCUAAGCC. The protein sequence of the target gene is MAENWKNCFEEELICPICLHVFVEPVQLPCKHNFCRGCIGEAWAKDSGLVRCPECNQAYNQKPGLEKNLKLTNIVEKFNALHVEKPPTALHCVFCRRGPPLPAQKVCLRCEAPCCQSHVQTHLQQPSTARGHLLVEADDVRAWSCPQHNAYRLYHCEAEQVAVCQYCCYYSGAHQGHSVCDVEIRRNEIRKMLMKQQERLEEREQDIEDQLYKLESDKRLVEEKVSQLKEEVRLQYEKLHQLLDEDLRQTVEVLDKAQAKFCSENAAQALHLGERMQEAKKLLGSLQRLFDKTEDVGFMK.... Result: 0 (no interaction). (5) The miRNA is hsa-miR-134-3p with sequence CCUGUGGGCCACCUAGUCACCAA. The protein sequence of the target gene is MEESSLSRAPSRGGVNFLNVARTYIPNTKVECHYTLPPGTMPSASDWIGIFKVEAACVRDYHTFVWSSVPESTTDGSPTHASVQFQASYLPKPGAQLYQFRYVNRQGRVCGQSPPFQFREPRPMDELVTLEEADGGSDILLVVPKATVLQNQLDESQQERNDLMQLKLQLEDQVTELRSRVQELEAALATARQEHSELTEQYKGLSRSHGELSEERDILSQQQGDHVARILELEDDIQTMSDKVLMKEVELDRVRDTVKALTREQEKLLRQLKEFQADKEQSEAELQTVREENCCLNTEL.... Result: 0 (no interaction). (6) The miRNA is hsa-miR-92a-3p with sequence UAUUGCACUUGUCCCGGCCUGU. The protein sequence of the target gene is MLLLAAAFLVAFVLLLYMVSPLISPKPLALPGAHVVVTGGSSGIGKCIAIECYKQGAFITLVARNEDKLLQAKKEIEMHSINDKQVVLCISVDVSQDYNQVENVIKQAQEKLGPVDMLVNCAGMAVSGKFEDLEVSTFERLMSINYLGSVYPSRAVITTMKERRVGRIVFVSSQAGQLGLFGFTAYSASKFAIRGLAEALQMEVKPYNVYITVAYPPDTDTPGFAEENRTKPLETRLISETTSVCKPEQVAKQIVKDAIQGNFNSSLGSDGYMLSALTCGMAPVTSITEGLQQVVTMGLF.... Result: 1 (interaction).